Task: Predict which catalyst facilitates the given reaction.. Dataset: Catalyst prediction with 721,799 reactions and 888 catalyst types from USPTO (1) Reactant: C(OC(=O)[NH:7][C@H:8]([C:16](=[O:35])[NH:17][CH:18]1[CH2:24][CH2:23][CH2:22][N:21]([S:25]([C:28]2[CH:33]=[CH:32][CH:31]=[CH:30][N:29]=2)(=[O:27])=[O:26])[CH2:20][CH:19]1[OH:34])[CH2:9][CH:10]1[CH2:15][CH2:14][CH2:13][CH2:12][CH2:11]1)(C)(C)C.Cl.C(=O)([O-])[O-]. Product: [NH2:7][C@@H:8]([CH2:9][CH:10]1[CH2:15][CH2:14][CH2:13][CH2:12][CH2:11]1)[C:16]([NH:17][CH:18]1[CH2:24][CH2:23][CH2:22][N:21]([S:25]([C:28]2[CH:33]=[CH:32][CH:31]=[CH:30][N:29]=2)(=[O:26])=[O:27])[CH2:20][CH:19]1[OH:34])=[O:35]. The catalyst class is: 61. (2) Reactant: [Br:1][C:2]1[N:6]2[N:7]=[C:8](Cl)[CH:9]=[CH:10][C:5]2=[N:4][CH:3]=1.[F:12][C:13]1[CH:14]=[C:15]([CH:18]=[CH:19][CH:20]=1)[CH2:16][NH2:17].O. Product: [Br:1][C:2]1[N:6]2[N:7]=[C:8]([NH:17][CH2:16][C:15]3[CH:18]=[CH:19][CH:20]=[C:13]([F:12])[CH:14]=3)[CH:9]=[CH:10][C:5]2=[N:4][CH:3]=1. The catalyst class is: 37. (3) Reactant: [C:1]1([CH2:7][OH:8])[CH:6]=[CH:5][CH:4]=[CH:3][CH:2]=1.[H-].[Na+].[Cl:11][C:12]1[N:13]=[N:14][C:15](Cl)=[CH:16][C:17]=1Cl.[OH2:20]. Product: [CH2:7]([O:8][C:15]1[N:14]=[N:13][C:12]([Cl:11])=[CH:17][C:16]=1[O:20][CH2:7][C:1]1[CH:6]=[CH:5][CH:4]=[CH:3][CH:2]=1)[C:1]1[CH:6]=[CH:5][CH:4]=[CH:3][CH:2]=1. The catalyst class is: 7.